Dataset: Forward reaction prediction with 1.9M reactions from USPTO patents (1976-2016). Task: Predict the product of the given reaction. Given the reactants [CH3:1][C:2]([CH3:33])([C:15]#[C:16][CH:17]=[CH:18][CH2:19][NH:20][C@@H:21]([C:23]1[C:32]2[C:27](=[CH:28][CH:29]=[CH:30][CH:31]=2)[CH:26]=[CH:25][CH:24]=1)[CH3:22])[CH2:3][N:4]1C(=O)C2C(=CC=CC=2)C1=O.O.NN, predict the reaction product. The product is: [CH3:33][C:2]([CH3:1])([CH2:3][NH2:4])[C:15]#[C:16][CH:17]=[CH:18][CH2:19][NH:20][C@@H:21]([C:23]1[C:32]2[C:27](=[CH:28][CH:29]=[CH:30][CH:31]=2)[CH:26]=[CH:25][CH:24]=1)[CH3:22].